From a dataset of NCI-60 drug combinations with 297,098 pairs across 59 cell lines. Regression. Given two drug SMILES strings and cell line genomic features, predict the synergy score measuring deviation from expected non-interaction effect. Drug 1: CC1=CC=C(C=C1)C2=CC(=NN2C3=CC=C(C=C3)S(=O)(=O)N)C(F)(F)F. Drug 2: CS(=O)(=O)CCNCC1=CC=C(O1)C2=CC3=C(C=C2)N=CN=C3NC4=CC(=C(C=C4)OCC5=CC(=CC=C5)F)Cl. Cell line: COLO 205. Synergy scores: CSS=-0.380, Synergy_ZIP=0.986, Synergy_Bliss=1.58, Synergy_Loewe=-0.208, Synergy_HSA=-0.374.